From a dataset of NCI-60 drug combinations with 297,098 pairs across 59 cell lines. Regression. Given two drug SMILES strings and cell line genomic features, predict the synergy score measuring deviation from expected non-interaction effect. (1) Drug 1: CC1=C2C(C(=O)C3(C(CC4C(C3C(C(C2(C)C)(CC1OC(=O)C(C(C5=CC=CC=C5)NC(=O)C6=CC=CC=C6)O)O)OC(=O)C7=CC=CC=C7)(CO4)OC(=O)C)O)C)OC(=O)C. Drug 2: C(CC(=O)O)C(=O)CN.Cl. Cell line: U251. Synergy scores: CSS=30.9, Synergy_ZIP=-11.2, Synergy_Bliss=-19.4, Synergy_Loewe=-67.3, Synergy_HSA=-16.8. (2) Drug 1: C1C(C(OC1N2C=C(C(=O)NC2=O)F)CO)O. Drug 2: CC1=C(C(=O)C2=C(C1=O)N3CC4C(C3(C2COC(=O)N)OC)N4)N. Cell line: UACC62. Synergy scores: CSS=37.8, Synergy_ZIP=-4.70, Synergy_Bliss=-2.07, Synergy_Loewe=-15.4, Synergy_HSA=2.16.